This data is from Reaction yield outcomes from USPTO patents with 853,638 reactions. The task is: Predict the reaction yield, written as a fraction of the theoretical maximum amount of product (1.0 means a 100% yield; for example, 0.34 means a 34% yield). The reactants are O[Li].O.C[O:5][C:6]([C:8]1([C:11](=[O:25])[NH:12][C:13]2[CH:18]=[CH:17][C:16]([C:19]3[CH:24]=[CH:23][CH:22]=[CH:21][CH:20]=3)=[CH:15][CH:14]=2)[CH2:10][CH2:9]1)=[O:7]. The catalyst is CO.C1COCC1.O. The product is [C:16]1([C:19]2[CH:20]=[CH:21][CH:22]=[CH:23][CH:24]=2)[CH:17]=[CH:18][C:13]([NH:12][C:11]([C:8]2([C:6]([OH:7])=[O:5])[CH2:10][CH2:9]2)=[O:25])=[CH:14][CH:15]=1. The yield is 0.580.